From a dataset of Full USPTO retrosynthesis dataset with 1.9M reactions from patents (1976-2016). Predict the reactants needed to synthesize the given product. (1) Given the product [C:14]([O:18][C:19]([NH:1][CH2:2][C:3]1[CH:4]=[CH:5][C:6]([C:7]([OH:9])=[O:8])=[CH:10][CH:11]=1)=[O:20])([CH3:17])([CH3:16])[CH3:15], predict the reactants needed to synthesize it. The reactants are: [NH2:1][CH2:2][C:3]1[CH:11]=[CH:10][C:6]([C:7]([OH:9])=[O:8])=[CH:5][CH:4]=1.[OH-].[Na+].[C:14]([O:18][C:19](O[C:19]([O:18][C:14]([CH3:17])([CH3:16])[CH3:15])=[O:20])=[O:20])([CH3:17])([CH3:16])[CH3:15]. (2) The reactants are: [Cl:1]N1C(=O)CCC1=O.[NH2:9][C:10]1[CH:15]=[CH:14][C:13]([CH2:16][C:17]([O:19][CH2:20][CH3:21])=[O:18])=[CH:12][CH:11]=1. Given the product [NH2:9][C:10]1[CH:11]=[CH:12][C:13]([CH2:16][C:17]([O:19][CH2:20][CH3:21])=[O:18])=[CH:14][C:15]=1[Cl:1], predict the reactants needed to synthesize it. (3) Given the product [CH2:1]([N:8]1[C:16]2[CH:15]=[CH:14][CH:13]=[C:12]([NH2:17])[C:11]=2[C:10]([CH:20]2[CH2:21][CH2:22]2)=[N:9]1)[C:2]1[CH:3]=[CH:4][CH:5]=[CH:6][CH:7]=1, predict the reactants needed to synthesize it. The reactants are: [CH2:1]([N:8]1[C:16]2[C:11](=[C:12]([N+:17]([O-])=O)[CH:13]=[CH:14][CH:15]=2)[C:10]([CH:20]2[CH2:22][CH2:21]2)=[N:9]1)[C:2]1[CH:7]=[CH:6][CH:5]=[CH:4][CH:3]=1.[Cl-].[NH4+].C(O)C.